Task: Predict the reactants needed to synthesize the given product.. Dataset: Full USPTO retrosynthesis dataset with 1.9M reactions from patents (1976-2016) (1) Given the product [CH2:17]([N:20]1[C:24]([C:2]2[CH:3]=[C:4]([C:7]([O:9][CH3:10])=[O:8])[S:5][CH:6]=2)=[CH:23][CH:22]=[N:21]1)[CH2:18][CH3:19], predict the reactants needed to synthesize it. The reactants are: Br[C:2]1[CH:3]=[C:4]([C:7]([O:9][CH3:10])=[O:8])[S:5][CH:6]=1.C([O-])([O-])=O.[K+].[K+].[CH2:17]([N:20]1[C:24](B2OC(C)(C)C(C)(C)O2)=[CH:23][CH:22]=[N:21]1)[CH2:18][CH3:19]. (2) Given the product [CH2:13]([C:6]1[N:7]=[C:8]([CH:10]([CH3:11])[CH3:12])[S:9][C:5]=1[CH2:3][OH:2])[CH3:14], predict the reactants needed to synthesize it. The reactants are: C[O:2][C:3]([C:5]1[S:9][C:8]([CH:10]([CH3:12])[CH3:11])=[N:7][C:6]=1[CH2:13][CH3:14])=O.[H-].[H-].[H-].[H-].[Li+].[Al+3]. (3) Given the product [Cl:27][C:25]1[C:24]([CH3:28])=[C:23]([C:29]2[CH:30]=[N:31][N:32]([CH:34]3[CH2:35][CH2:36][NH:37][CH2:38][CH2:39]3)[CH:33]=2)[C:22]([O:47][CH3:48])=[C:21]([CH:19]([N:15]2[C:11]3=[N:12][CH:13]=[N:14][C:9]([NH2:8])=[C:10]3[C:17]([CH3:18])=[N:16]2)[CH3:20])[CH:26]=1, predict the reactants needed to synthesize it. The reactants are: C(O)(C(F)(F)F)=O.[NH2:8][C:9]1[N:14]=[CH:13][N:12]=[C:11]2[N:15]([CH:19]([C:21]3[C:22]([O:47][CH3:48])=[C:23]([C:29]4[CH:30]=[N:31][N:32]([CH:34]5[CH2:39][CH2:38][N:37](C(OC(C)(C)C)=O)[CH2:36][CH2:35]5)[CH:33]=4)[C:24]([CH3:28])=[C:25]([Cl:27])[CH:26]=3)[CH3:20])[N:16]=[C:17]([CH3:18])[C:10]=12. (4) Given the product [NH2:2][CH2:1][C:3]1[CH:17]=[CH:16][C:6]([C:7]([NH:9][CH:10]2[CH2:15][CH2:14][CH2:13][CH2:12][CH2:11]2)=[O:8])=[C:5]([F:18])[CH:4]=1, predict the reactants needed to synthesize it. The reactants are: [C:1]([C:3]1[CH:17]=[CH:16][C:6]([C:7]([NH:9][CH:10]2[CH2:15][CH2:14][CH2:13][CH2:12][CH2:11]2)=[O:8])=[C:5]([F:18])[CH:4]=1)#[N:2]. (5) The reactants are: Cl.[CH3:2][O:3][C:4](=[O:14])[C@H:5]([CH2:7][C:8]1[CH:13]=[CH:12][CH:11]=[CH:10][CH:9]=1)[NH2:6].C(N(CC)CC)C. Given the product [CH3:2][O:3][C:4](=[O:14])[C@H:5]([CH2:7][C:8]1[CH:13]=[CH:12][CH:11]=[CH:10][CH:9]=1)[NH2:6], predict the reactants needed to synthesize it. (6) Given the product [C:32]([O:31][C:29](=[O:30])[NH:13][CH2:12][CH:11]1[O:10][B:9]([OH:14])[C:8]2[CH:15]=[C:4]([NH:3][S:46]([C:44]3[S:45][C:41]([C:40]4[O:36][CH:37]=[N:38][CH:39]=4)=[CH:42][CH:43]=3)(=[O:47])=[O:48])[CH:5]=[CH:6][C:7]1=2)([CH3:33])([CH3:34])[CH3:35].[O:36]1[C:40]([C:41]2[S:45][C:44]([S:46]([OH:48])(=[O:25])=[O:47])=[CH:43][CH:42]=2)=[CH:39][N:38]=[CH:37]1, predict the reactants needed to synthesize it. The reactants are: Cl.Cl.[NH2:3][C:4]1[CH:5]=[CH:6][C:7]2[CH:11]([CH2:12][NH2:13])[O:10][B:9]([OH:14])[C:8]=2[CH:15]=1.C(NCC)C.CC([O:25]C(O[C:29]([O:31][C:32]([CH3:35])([CH3:34])[CH3:33])=[O:30])=O)(C)C.[O:36]1[C:40]([C:41]2[S:45][C:44]([S:46](Cl)(=[O:48])=[O:47])=[CH:43][CH:42]=2)=[CH:39][N:38]=[CH:37]1.